Dataset: Full USPTO retrosynthesis dataset with 1.9M reactions from patents (1976-2016). Task: Predict the reactants needed to synthesize the given product. (1) Given the product [C:1]([C:3]1[CH:4]=[CH:5][C:6]([CH2:9][CH2:10][CH:11]([CH:21]=[O:22])[CH2:12][CH2:13][CH2:14][CH2:15][C:16]([O:18][CH2:19][CH3:20])=[O:17])=[CH:7][CH:8]=1)#[N:2], predict the reactants needed to synthesize it. The reactants are: [C:1]([C:3]1[CH:8]=[CH:7][C:6]([CH2:9][CH2:10][CH:11]([CH2:21][OH:22])[CH2:12][CH2:13][CH2:14][CH2:15][C:16]([O:18][CH2:19][CH3:20])=[O:17])=[CH:5][CH:4]=1)#[N:2].[Cr](Cl)([O-])(=O)=O.[NH+]1C=CC=CC=1. (2) The reactants are: [Cl:1][C:2]1[CH:7]=[CH:6][CH:5]=[C:4]([F:8])[C:3]=1[CH2:9][N:10]([CH2:13][C:14]1[CH:19]=[CH:18][C:17]([CH2:20][N:21]2[CH2:26][CH2:25][N:24]([C:27]3[C:32]([CH2:33][OH:34])=[CH:31][CH:30]=[CH:29][N:28]=3)[CH2:23][CH2:22]2)=[CH:16][CH:15]=1)[CH2:11][CH3:12].C(N(CC)CC)C.[CH:42]1([C:45](Cl)=[O:46])[CH2:44][CH2:43]1.CO. Given the product [CH:42]1([C:45]([O:34][CH2:33][C:32]2[C:27]([N:24]3[CH2:23][CH2:22][N:21]([CH2:20][C:17]4[CH:16]=[CH:15][C:14]([CH2:13][N:10]([CH2:9][C:3]5[C:4]([F:8])=[CH:5][CH:6]=[CH:7][C:2]=5[Cl:1])[CH2:11][CH3:12])=[CH:19][CH:18]=4)[CH2:26][CH2:25]3)=[N:28][CH:29]=[CH:30][CH:31]=2)=[O:46])[CH2:44][CH2:43]1, predict the reactants needed to synthesize it. (3) Given the product [CH3:39][S:40]([O:20][CH2:19][CH2:18][C@H:9]1[O:8][C@H:7]([C:21]2[CH:26]=[CH:25][CH:24]=[C:23]([O:27][CH3:28])[C:22]=2[O:29][CH3:30])[C:6]2[CH:31]=[C:2]([Cl:1])[CH:3]=[CH:4][C:5]=2[N:11]2[C:12]([CH:15]([CH3:17])[CH3:16])=[N:13][N:14]=[C:10]12)(=[O:42])=[O:41], predict the reactants needed to synthesize it. The reactants are: [Cl:1][C:2]1[CH:3]=[CH:4][C:5]2[N:11]3[C:12]([CH:15]([CH3:17])[CH3:16])=[N:13][N:14]=[C:10]3[C@@H:9]([CH2:18][CH2:19][OH:20])[O:8][C@H:7]([C:21]3[CH:26]=[CH:25][CH:24]=[C:23]([O:27][CH3:28])[C:22]=3[O:29][CH3:30])[C:6]=2[CH:31]=1.C(N(CC)CC)C.[CH3:39][S:40](Cl)(=[O:42])=[O:41].C(=O)(O)[O-].[Na+]. (4) Given the product [Br:1][C:2]1[C:3]([F:17])=[C:4]([N:11]2[C:15](=[O:16])[N:14]([CH3:18])[N:13]=[N:12]2)[CH:5]=[C:6]([N+:8]([O-:10])=[O:9])[CH:7]=1, predict the reactants needed to synthesize it. The reactants are: [Br:1][C:2]1[C:3]([F:17])=[C:4]([N:11]2[C:15](=[O:16])[NH:14][N:13]=[N:12]2)[CH:5]=[C:6]([N+:8]([O-:10])=[O:9])[CH:7]=1.[CH3:18]N(C=O)C.C([O-])([O-])=O.[K+].[K+].IC.